This data is from Catalyst prediction with 721,799 reactions and 888 catalyst types from USPTO. The task is: Predict which catalyst facilitates the given reaction. (1) Reactant: [F:1][C:2]1[C:3]([OH:21])=[C:4]([CH:15]=[C:16]([N+:18]([O-:20])=[O:19])[CH:17]=1)[CH2:5][N:6]([CH3:14])[C:7](=[O:13])[O:8][C:9]([CH3:12])([CH3:11])[CH3:10].Br[CH2:23][C:24]1[CH:29]=[CH:28][CH:27]=[CH:26][CH:25]=1.C(=O)([O-])[O-].[Cs+].[Cs+]. Product: [CH2:23]([O:21][C:3]1[C:2]([F:1])=[CH:17][C:16]([N+:18]([O-:20])=[O:19])=[CH:15][C:4]=1[CH2:5][N:6]([CH3:14])[C:7](=[O:13])[O:8][C:9]([CH3:11])([CH3:12])[CH3:10])[C:24]1[CH:29]=[CH:28][CH:27]=[CH:26][CH:25]=1. The catalyst class is: 21. (2) Reactant: C(N(CC)CC)C.[F:8][C:9]1[CH:17]=[C:16]2[C:12]([C:13]([CH:25]=[O:26])=[CH:14][N:15]2C(OC(C)(C)C)=O)=[CH:11][CH:10]=1.[CH3:27][O:28][C:29]1[CH:30]=[C:31]([CH2:43][OH:44])[CH:32]=[C:33]([N:35]=[CH:36][C:37]2[CH:38]=[N:39][CH:40]=[CH:41][CH:42]=2)[CH:34]=1. Product: [F:8][C:9]1[CH:17]=[C:16]2[C:12]([C:13]([C:25](=[O:26])[CH:36]([NH:35][C:33]3[CH:34]=[C:29]([O:28][CH3:27])[CH:30]=[C:31]([CH2:43][OH:44])[CH:32]=3)[C:37]3[CH:38]=[N:39][CH:40]=[CH:41][CH:42]=3)=[CH:14][NH:15]2)=[CH:11][CH:10]=1. The catalyst class is: 433. (3) Reactant: [CH2:1]([N:3]1[CH2:8][CH2:7][C:6](=[CH:9][C:10]2[CH:18]=[CH:17][C:13]([C:14]([OH:16])=[O:15])=[CH:12][C:11]=2[C:19]([F:22])([F:21])[F:20])[CH2:5][CH2:4]1)[CH3:2]. Product: [CH2:1]([N:3]1[CH2:8][CH2:7][CH:6]([CH2:9][C:10]2[CH:18]=[CH:17][C:13]([C:14]([OH:16])=[O:15])=[CH:12][C:11]=2[C:19]([F:21])([F:20])[F:22])[CH2:5][CH2:4]1)[CH3:2]. The catalyst class is: 19. (4) The catalyst class is: 17. Reactant: [Cl:1][C:2]1[C:10]2[N:9]=[C:8]3[N:11]([C:15]4[CH:20]=[CH:19][C:18]([Cl:21])=[CH:17][C:16]=4[Cl:22])[CH2:12][CH2:13][CH2:14][N:7]3[C:6]=2[C:5]([CH:23]([OH:26])[CH2:24][CH3:25])=[CH:4][CH:3]=1.[C:27](O[C:27](=[O:30])[CH2:28][CH3:29])(=[O:30])[CH2:28][CH3:29]. Product: [C:27]([O:26][CH:23]([C:5]1[C:6]2[N:7]3[CH2:14][CH2:13][CH2:12][N:11]([C:15]4[CH:20]=[CH:19][C:18]([Cl:21])=[CH:17][C:16]=4[Cl:22])[C:8]3=[N:9][C:10]=2[C:2]([Cl:1])=[CH:3][CH:4]=1)[CH2:24][CH3:25])(=[O:30])[CH2:28][CH3:29]. (5) Reactant: [NH:1]1[CH:9]=[C:7]([CH3:8])[C:5](=[O:6])[NH:4][C:2]1=[O:3].N1C=CC=CC=1.[C:16](Cl)(=[O:23])[C:17]1[CH:22]=[CH:21][CH:20]=[CH:19][CH:18]=1. Product: [C:16]([N:4]1[C:5](=[O:6])[C:7]([CH3:8])=[CH:9][NH:1][C:2]1=[O:3])(=[O:23])[C:17]1[CH:22]=[CH:21][CH:20]=[CH:19][CH:18]=1. The catalyst class is: 1. (6) Reactant: [C:1]([C:4]1[C:23](=[O:24])[C@@:8]2([CH3:25])[C:9]3[C:15]([OH:16])=[CH:14][C:13]([O:17][CH2:18][CH3:19])=[C:12]([C:20]([NH2:22])=[O:21])[C:10]=3[O:11][C:7]2=[CH:6][C:5]=1[OH:26])(=[O:3])[CH3:2].[CH3:27][C:28]1[CH:37]=[CH:36][C:35]2[C:30](=[CH:31][CH:32]=[CH:33][CH:34]=2)[C:29]=1[CH:38]=O.C([SiH](CC)CC)C.FC(F)(F)C(O)=O. The catalyst class is: 10. Product: [C:1]([C:4]1[C:23](=[O:24])[C@@:8]2([CH3:25])[C:9]3[C:15]([OH:16])=[CH:14][C:13]([O:17][CH2:18][CH3:19])=[C:12]([C:20]([NH:22][CH2:38][C:29]4[C:30]5[C:35](=[CH:34][CH:33]=[CH:32][CH:31]=5)[CH:36]=[CH:37][C:28]=4[CH3:27])=[O:21])[C:10]=3[O:11][C:7]2=[CH:6][C:5]=1[OH:26])(=[O:3])[CH3:2]. (7) Reactant: [Br:1][CH2:2][C:3](=[O:25])[C@@H:4]([NH:14][C:15](=[O:24])[O:16][CH2:17][C:18]1[CH:23]=[CH:22][CH:21]=[CH:20][CH:19]=1)[CH2:5][C:6]1[CH:11]=[C:10]([Cl:12])[CH:9]=[C:8]([Cl:13])[CH:7]=1. Product: [Br:1][CH2:2][C@@H:3]([OH:25])[C@@H:4]([NH:14][C:15](=[O:24])[O:16][CH2:17][C:18]1[CH:23]=[CH:22][CH:21]=[CH:20][CH:19]=1)[CH2:5][C:6]1[CH:7]=[C:8]([Cl:13])[CH:9]=[C:10]([Cl:12])[CH:11]=1. The catalyst class is: 219. (8) Reactant: [CH2:1]([N:3]1[C:7]([CH3:8])=[C:6](C=O)[C:5]([CH3:11])=[N:4]1)[CH3:2].ClC1C=CC=C(C(OO)=[O:20])C=1.C(OCC)(=O)C. The catalyst class is: 22. Product: [CH2:1]([N:3]1[C:7]([CH3:8])=[C:6]([OH:20])[C:5]([CH3:11])=[N:4]1)[CH3:2].